From a dataset of Full USPTO retrosynthesis dataset with 1.9M reactions from patents (1976-2016). Predict the reactants needed to synthesize the given product. (1) Given the product [Br:1][C:2]1[CH:7]=[C:6]([F:8])[CH:5]=[CH:4][C:3]=1[CH:9]1[C:14]([C:15]([O:17][CH2:18][CH3:19])=[O:16])=[C:13]([CH2:20][Br:35])[NH:12][C:11]([C:21]2[C:26]([Cl:27])=[CH:25][CH:24]=[CH:23][N:22]=2)=[N:10]1, predict the reactants needed to synthesize it. The reactants are: [Br:1][C:2]1[CH:7]=[C:6]([F:8])[CH:5]=[CH:4][C:3]=1[CH:9]1[C:14]([C:15]([O:17][CH2:18][CH3:19])=[O:16])=[C:13]([CH3:20])[NH:12][C:11]([C:21]2[C:26]([Cl:27])=[CH:25][CH:24]=[CH:23][N:22]=2)=[N:10]1.C1C(=O)N([Br:35])C(=O)C1. (2) The reactants are: [CH2:1]([O:8][C:9]1[C:14]([F:15])=[CH:13][C:12]([CH2:16][OH:17])=[CH:11][C:10]=1[F:18])[C:2]1[CH:7]=[CH:6][CH:5]=[CH:4][CH:3]=1.[H-].[Na+].Br[CH2:22][C:23]([O:25][CH2:26][CH3:27])=[O:24]. Given the product [CH2:1]([O:8][C:9]1[C:10]([F:18])=[CH:11][C:12]([CH2:16][O:17][CH2:22][C:23]([O:25][CH2:26][CH3:27])=[O:24])=[CH:13][C:14]=1[F:15])[C:2]1[CH:3]=[CH:4][CH:5]=[CH:6][CH:7]=1, predict the reactants needed to synthesize it. (3) Given the product [Br-:28].[C:1]([C:4]1[CH:5]=[N+:6]([CH2:27][C:26]2[CH:29]=[CH:30][CH:31]=[CH:32][C:25]=2[F:24])[CH:7]=[CH:8][C:9]=1[CH2:10][CH:11]1[CH2:20][CH2:19][C:18]2[C:13](=[CH:14][CH:15]=[C:16]([O:21][CH3:22])[CH:17]=2)[C:12]1=[O:23])(=[O:3])[CH3:2], predict the reactants needed to synthesize it. The reactants are: [C:1]([C:4]1[CH:5]=[N:6][CH:7]=[CH:8][C:9]=1[CH2:10][CH:11]1[CH2:20][CH2:19][C:18]2[C:13](=[CH:14][CH:15]=[C:16]([O:21][CH3:22])[CH:17]=2)[C:12]1=[O:23])(=[O:3])[CH3:2].[F:24][C:25]1[CH:32]=[CH:31][CH:30]=[CH:29][C:26]=1[CH2:27][Br:28].